This data is from Catalyst prediction with 721,799 reactions and 888 catalyst types from USPTO. The task is: Predict which catalyst facilitates the given reaction. (1) Product: [CH3:26][C:5]1([C:3]([OH:4])=[O:2])[CH2:11][CH2:10][N:9]([S:12]([C:15]2[CH:21]=[CH:20][C:18]([CH3:19])=[CH:17][CH:16]=2)(=[O:14])=[O:13])[C:8]2[CH:22]=[CH:23][CH:24]=[CH:25][C:7]=2[CH2:6]1. The catalyst class is: 5. Reactant: C[O:2][C:3]([C:5]1([CH3:26])[CH2:11][CH2:10][N:9]([S:12]([C:15]2[CH:21]=[CH:20][C:18]([CH3:19])=[CH:17][CH:16]=2)(=[O:14])=[O:13])[C:8]2[CH:22]=[CH:23][CH:24]=[CH:25][C:7]=2[CH2:6]1)=[O:4].O1CCCC1.[OH-].[Na+]. (2) Reactant: [C:1]([C:3]1[CH:8]=[CH:7][C:6]([N:9]([CH2:14][C:15]([F:18])([F:17])[F:16])[CH2:10][C:11](O)=[O:12])=[CH:5][C:4]=1[C:19]([F:22])([F:21])[F:20])#[N:2].CCN=C=NCCCN(C)C.Cl.[C:35](=[N:43]O)([NH2:42])[C:36]1[CH:41]=[CH:40][CH:39]=[CH:38][CH:37]=1. Product: [C:36]1([C:35]2[N:43]=[C:11]([CH2:10][N:9]([CH2:14][C:15]([F:18])([F:16])[F:17])[C:6]3[CH:7]=[CH:8][C:3]([C:1]#[N:2])=[C:4]([C:19]([F:22])([F:21])[F:20])[CH:5]=3)[O:12][N:42]=2)[CH:41]=[CH:40][CH:39]=[CH:38][CH:37]=1. The catalyst class is: 26.